From a dataset of Peptide-MHC class I binding affinity with 185,985 pairs from IEDB/IMGT. Regression. Given a peptide amino acid sequence and an MHC pseudo amino acid sequence, predict their binding affinity value. This is MHC class I binding data. The peptide sequence is LLAGRSCGM. The MHC is HLA-B15:01 with pseudo-sequence HLA-B15:01. The binding affinity (normalized) is 0.504.